Dataset: Full USPTO retrosynthesis dataset with 1.9M reactions from patents (1976-2016). Task: Predict the reactants needed to synthesize the given product. (1) Given the product [Br:1][C:2]1[CH:7]=[CH:6][C:5]([Cl:8])=[CH:4][C:3]=1[NH2:9], predict the reactants needed to synthesize it. The reactants are: [Br:1][C:2]1[CH:7]=[CH:6][C:5]([Cl:8])=[CH:4][C:3]=1[N+:9]([O-])=O.O.[Cl-].[NH4+]. (2) Given the product [CH3:39][C:28]1[N:27]([CH3:26])[C:31]([C:32]2[CH:33]=[C:34]([NH:35][C:9](=[O:11])[C:8]3[CH:12]=[CH:13][CH:14]=[C:6]([C:2]4[S:1][CH:5]=[CH:4][CH:3]=4)[CH:7]=3)[CH:36]=[CH:37][CH:38]=2)=[CH:30][N:29]=1, predict the reactants needed to synthesize it. The reactants are: [S:1]1[CH:5]=[CH:4][CH:3]=[C:2]1[C:6]1[CH:7]=[C:8]([CH:12]=[CH:13][CH:14]=1)[C:9]([OH:11])=O.C(Cl)(=O)C(Cl)=O.CN(C)C=O.[CH3:26][N:27]1[C:31]([C:32]2[CH:33]=[C:34]([CH:36]=[CH:37][CH:38]=2)[NH2:35])=[CH:30][N:29]=[C:28]1[CH3:39]. (3) The reactants are: [C:1]([N:5]([CH2:13][CH2:14][CH2:15][O:16][CH2:17][C:18]#[CH:19])[C:6](=[O:12])[C:7]([O:9][CH2:10][CH3:11])=[O:8])([CH3:4])([CH3:3])[CH3:2].Br[C:21]1[S:25][CH:24]=[N:23][CH:22]=1.C(NC(C)C)(C)C.C(P(CCCC)CCCC)CCC. Given the product [C:1]([N:5]([CH2:13][CH2:14][CH2:15][O:16][CH2:17][C:18]#[C:19][C:21]1[S:25][CH:24]=[N:23][CH:22]=1)[C:6](=[O:12])[C:7]([O:9][CH2:10][CH3:11])=[O:8])([CH3:3])([CH3:4])[CH3:2], predict the reactants needed to synthesize it. (4) Given the product [Cl:24][C:14]1[C:15]([CH2:17][CH3:18])=[N:16][C:11]([C:4]2[CH:5]=[CH:6][C:7]([O:9][CH3:10])=[CH:8][C:3]=2[O:2][CH3:1])=[C:12]([CH2:20][CH3:21])[N:13]=1, predict the reactants needed to synthesize it. The reactants are: [CH3:1][O:2][C:3]1[CH:8]=[C:7]([O:9][CH3:10])[CH:6]=[CH:5][C:4]=1[C:11]1[C:12]([CH2:20][CH3:21])=[N+:13]([O-])[CH:14]=[C:15]([CH2:17][CH3:18])[N:16]=1.O=P(Cl)(Cl)[Cl:24]. (5) Given the product [Cl:1][C:2]1[C:3]([NH:23][CH3:24])=[N:4][C:5]([NH:8][C:9]2[CH:18]=[CH:17][C:12]([C:13]([OH:15])=[O:14])=[CH:11][C:10]=2[O:19][CH:20]([F:21])[F:22])=[N:6][CH:7]=1, predict the reactants needed to synthesize it. The reactants are: [Cl:1][C:2]1[C:3]([NH:23][CH3:24])=[N:4][C:5]([NH:8][C:9]2[CH:18]=[CH:17][C:12]([C:13]([O:15]C)=[O:14])=[CH:11][C:10]=2[O:19][CH:20]([F:22])[F:21])=[N:6][CH:7]=1.[OH-].[Li+].Cl. (6) Given the product [Cl:13][C:14]1[CH:22]=[CH:21][CH:20]=[C:19]([Cl:23])[C:15]=1[C:16]([N:2]([CH3:1])[CH2:3][CH2:4][C:5]#[C:6][C:7]1[CH:12]=[CH:11][CH:10]=[CH:9][N:8]=1)=[O:17], predict the reactants needed to synthesize it. The reactants are: [CH3:1][NH:2][CH2:3][CH2:4][C:5]#[C:6][C:7]1[CH:12]=[CH:11][CH:10]=[CH:9][N:8]=1.[Cl:13][C:14]1[CH:22]=[CH:21][CH:20]=[C:19]([Cl:23])[C:15]=1[C:16](Cl)=[O:17]. (7) Given the product [Cl:1][C:2]1[CH:3]=[CH:4][C:5]([O:21][CH3:22])=[C:6]([N:8]([CH2:9][CH2:10][C:11]2[CH:16]=[CH:15][C:14]([C:17]([F:19])([F:20])[F:18])=[CH:13][CH:12]=2)[C:25](=[O:26])[C:24](=[O:23])[C:28]2[CH:33]=[CH:32][CH:31]=[CH:30][CH:29]=2)[CH:7]=1, predict the reactants needed to synthesize it. The reactants are: [Cl:1][C:2]1[CH:3]=[CH:4][C:5]([O:21][CH3:22])=[C:6]([NH:8][CH2:9][CH2:10][C:11]2[CH:16]=[CH:15][C:14]([C:17]([F:20])([F:19])[F:18])=[CH:13][CH:12]=2)[CH:7]=1.[O:23]=[C:24]([C:28]1[CH:33]=[CH:32][CH:31]=[CH:30][CH:29]=1)[C:25](O)=[O:26]. (8) Given the product [F:1][C:2]1[CH:3]=[CH:4][C:5]([N+:9]([O-:11])=[O:10])=[C:6]([O:8][CH:13]([CH3:15])[CH3:14])[CH:7]=1, predict the reactants needed to synthesize it. The reactants are: [F:1][C:2]1[CH:3]=[CH:4][C:5]([N+:9]([O-:11])=[O:10])=[C:6]([OH:8])[CH:7]=1.I[CH:13]([CH3:15])[CH3:14].C(=O)([O-])[O-].[K+].[K+]. (9) Given the product [CH3:43][O:42][C:40](=[O:41])[CH2:39][O:22][C:17]1[CH:16]=[CH:15][C:14]([CH2:13][NH:12][C:10](=[O:11])[CH2:9][CH2:8][CH2:7][CH2:6][CH:5]=[CH:4][CH:2]([CH3:1])[CH3:3])=[CH:19][C:18]=1[O:20][CH3:21], predict the reactants needed to synthesize it. The reactants are: [CH3:1][CH:2](/[CH:4]=[CH:5]/[CH2:6][CH2:7][CH2:8][CH2:9][C:10]([NH:12][CH2:13][C:14]1[CH:15]=[CH:16][C:17]([OH:22])=[C:18]([O:20][CH3:21])[CH:19]=1)=[O:11])[CH3:3].C([O-])([O-])=O.[K+].[K+].[I-].[Na+].P(O)([O-])([O-])=O.[Na+].[Na+].Cl[CH2:39][C:40]([O:42][CH3:43])=[O:41].